From a dataset of Forward reaction prediction with 1.9M reactions from USPTO patents (1976-2016). Predict the product of the given reaction. (1) The product is: [N+:1]([C:4]1[CH:5]=[CH:6][C:7]([CH2:8][O:9][C:10]([NH:12][CH2:13][CH2:14][CH2:15][O:16][C:32]2[CH:49]=[CH:48][C:35]3[CH2:36][CH:37]([CH2:43][C:44]([O:46][CH3:47])=[O:45])[C:38](=[O:42])[N:39]([CH3:41])[CH2:40][C:34]=3[CH:33]=2)=[O:11])=[CH:17][CH:18]=1)([O-:3])=[O:2]. Given the reactants [N+:1]([C:4]1[CH:18]=[CH:17][C:7]([CH2:8][O:9][C:10]([NH:12][CH2:13][CH2:14][CH2:15][OH:16])=[O:11])=[CH:6][CH:5]=1)([O-:3])=[O:2].OCCCNC1C=CC=C[N+]=1[O-].O[C:32]1[CH:49]=[CH:48][C:35]2[CH2:36][CH:37]([CH2:43][C:44]([O:46][CH3:47])=[O:45])[C:38](=[O:42])[N:39]([CH3:41])[CH2:40][C:34]=2[CH:33]=1.OC1C=CC2CC(CC(OC)=O)C(=O)NCC=2C=1, predict the reaction product. (2) Given the reactants C[O:2][C:3]1[CH:8]=[C:7]([C:9]2[N:14]3[N:15]=[CH:16][N:17]=[C:13]3[C:12]([NH:18][C:19]3[CH:24]=[CH:23][C:22]([N:25]4[CH2:30][CH2:29][N:28]([CH3:31])[CH2:27][CH2:26]4)=[CH:21][CH:20]=3)=[CH:11][CH:10]=2)[CH:6]=[CH:5][N:4]=1.Cl.N1C=CC=CC=1, predict the reaction product. The product is: [CH3:31][N:28]1[CH2:29][CH2:30][N:25]([C:22]2[CH:21]=[CH:20][C:19]([NH:18][C:12]3[C:13]4[N:14]([N:15]=[CH:16][N:17]=4)[C:9]([C:7]4[CH:6]=[CH:5][NH:4][C:3](=[O:2])[CH:8]=4)=[CH:10][CH:11]=3)=[CH:24][CH:23]=2)[CH2:26][CH2:27]1.